This data is from Peptide-MHC class II binding affinity with 134,281 pairs from IEDB. The task is: Regression. Given a peptide amino acid sequence and an MHC pseudo amino acid sequence, predict their binding affinity value. This is MHC class II binding data. The peptide sequence is RSHDVLTVQFLILGM. The MHC is DRB1_0701 with pseudo-sequence DRB1_0701. The binding affinity (normalized) is 0.592.